From a dataset of Reaction yield outcomes from USPTO patents with 853,638 reactions. Predict the reaction yield, written as a fraction of the theoretical maximum amount of product (1.0 means a 100% yield; for example, 0.34 means a 34% yield). (1) The reactants are FC1C=CN=C(NC2C=[C:13]([O:15]C)[C:12](OC)=C(OC)C=2)C=1.[CH3:21][C:22]1[N:27]=[C:26]([C:28]2C(C)=CS[CH:29]=2)[C:25]([O:34][C:35]2[CH:40]=[CH:39][N:38]=[C:37]([NH:41][C:42]3[CH:47]=[C:46]([O:48][CH3:49])[C:45]([O:50][CH3:51])=[C:44]([O:52][CH3:53])[CH:43]=3)[CH:36]=2)=[CH:24][CH:23]=1.C([O-])([O-])=O.[K+].[K+]. The product is [CH3:21][C:22]1[N:27]=[C:26]([CH:28]2[CH2:29][CH2:12][CH2:13][O:15]2)[C:25]([O:34][C:35]2[CH:40]=[CH:39][N:38]=[C:37]([NH:41][C:42]3[CH:47]=[C:46]([O:48][CH3:49])[C:45]([O:50][CH3:51])=[C:44]([O:52][CH3:53])[CH:43]=3)[CH:36]=2)=[CH:24][CH:23]=1. The yield is 0.120. The catalyst is CN(C=O)C. (2) The reactants are [CH3:1][O:2][CH2:3][C:4]([NH:6][C:7]1[CH:12]=[CH:11][CH:10]=[C:9]([C:13]2[C:21]3[C:16](=[CH:17][CH:18]=[C:19]([C:22]4[N:26]=[CH:25][N:24](C(C5C=CC=CC=5)(C5C=CC=CC=5)C5C=CC=CC=5)[N:23]=4)[CH:20]=3)[N:15](C3CCCCO3)[N:14]=2)[CH:8]=1)=[O:5]. The catalyst is O1CCOCC1.Cl. The product is [NH:24]1[CH:25]=[N:26][C:22]([C:19]2[CH:20]=[C:21]3[C:16](=[CH:17][CH:18]=2)[NH:15][N:14]=[C:13]3[C:9]2[CH:8]=[C:7]([NH:6][C:4](=[O:5])[CH2:3][O:2][CH3:1])[CH:12]=[CH:11][CH:10]=2)=[N:23]1. The yield is 0.460. (3) The reactants are [OH:1][C:2]1[CH:7]=[C:6]([O:8][CH2:9][CH2:10][O:11][CH2:12][CH2:13][O:14][CH3:15])[CH:5]=[CH:4][C:3]=1[C:16]1[NH:17][CH2:18][C:19]([CH3:25])([C:21]([O:23]C)=[O:22])[N:20]=1.[OH-].[Na+]. The catalyst is CO.O. The product is [OH:1][C:2]1[CH:7]=[C:6]([O:8][CH2:9][CH2:10][O:11][CH2:12][CH2:13][O:14][CH3:15])[CH:5]=[CH:4][C:3]=1[C:16]1[NH:17][CH2:18][C:19]([CH3:25])([C:21]([OH:23])=[O:22])[N:20]=1. The yield is 0.600.